From a dataset of Reaction yield outcomes from USPTO patents with 853,638 reactions. Predict the reaction yield, written as a fraction of the theoretical maximum amount of product (1.0 means a 100% yield; for example, 0.34 means a 34% yield). (1) The reactants are [CH3:1][C:2]1[C:3]([N+:11]([O-])=O)=[N:4][CH:5]=[C:6]([C:8]([CH3:10])=[CH2:9])[CH:7]=1. The catalyst is C(O)C.[Pd]. The product is [CH:8]([C:6]1[CH:7]=[C:2]([CH3:1])[C:3]([NH2:11])=[N:4][CH:5]=1)([CH3:10])[CH3:9]. The yield is 0.950. (2) The reactants are [H-].[Na+].[CH3:3][S:4]([CH:7]([CH3:13])[C:8]([O:10][CH2:11][CH3:12])=[O:9])(=[O:6])=[O:5].[Br:14][CH2:15][CH2:16]Br. The catalyst is CCCCCC.CN(C=O)C. The product is [Br:14][CH2:15][CH2:16][C:7]([CH3:13])([S:4]([CH3:3])(=[O:5])=[O:6])[C:8]([O:10][CH2:11][CH3:12])=[O:9]. The yield is 0.500.